Dataset: Full USPTO retrosynthesis dataset with 1.9M reactions from patents (1976-2016). Task: Predict the reactants needed to synthesize the given product. (1) Given the product [CH3:22][N:7]1[C:8]2[CH2:14][CH2:13][CH2:12][N:11]([C:15]([O:17][C:18]([CH3:21])([CH3:20])[CH3:19])=[O:16])[CH2:10][C:9]=2[C:5]2[CH:4]=[CH:3][C:2]([N:35]3[CH:36]=[CH:37][C:32]([C:29]4[CH:30]=[N:31][C:26]([C:25]([F:24])([F:39])[F:40])=[CH:27][CH:28]=4)=[CH:33][C:34]3=[O:38])=[N:23][C:6]1=2, predict the reactants needed to synthesize it. The reactants are: Br[C:2]1[CH:3]=[CH:4][C:5]2[C:9]3[CH2:10][N:11]([C:15]([O:17][C:18]([CH3:21])([CH3:20])[CH3:19])=[O:16])[CH2:12][CH2:13][CH2:14][C:8]=3[N:7]([CH3:22])[C:6]=2[N:23]=1.[F:24][C:25]([F:40])([F:39])[C:26]1[N:31]=[CH:30][C:29]([C:32]2[CH:37]=[CH:36][NH:35][C:34](=[O:38])[CH:33]=2)=[CH:28][CH:27]=1.C([O-])([O-])=O.[Cs+].[Cs+].OC1C=CC=C2C=1N=CC=C2. (2) Given the product [CH3:5][O:6][C:7]1[CH:8]=[C:9]2[C:14](=[CH:15][CH:16]=1)[CH:13]=[C:12]([C:17]1[CH:22]=[C:21]([C:23]([O:25][CH3:26])=[O:24])[CH:20]=[CH:19][N:18]=1)[CH:11]=[CH:10]2, predict the reactants needed to synthesize it. The reactants are: S(Cl)(Cl)=O.[CH3:5][O:6][C:7]1[CH:8]=[C:9]2[C:14](=[CH:15][CH:16]=1)[CH:13]=[C:12]([C:17]1[CH:22]=[C:21]([C:23]([OH:25])=[O:24])[CH:20]=[CH:19][N:18]=1)[CH:11]=[CH:10]2.[CH3:26]O. (3) Given the product [C:1]([O:5][C:6](=[O:26])[NH:7][C@@H:8]1[C@@H:13]([OH:14])[C@H:12]([CH2:15][C:16]2[CH:21]=[CH:20][C:19]([N+:22]([O-:24])=[O:23])=[C:18]([F:25])[CH:17]=2)[CH2:11][S:29](=[O:31])(=[O:28])[CH2:9]1)([CH3:3])([CH3:4])[CH3:2], predict the reactants needed to synthesize it. The reactants are: [C:1]([O:5][C:6](=[O:26])[NH:7][C@@H:8]1[C@@H:13]([OH:14])[C@H:12]([CH2:15][C:16]2[CH:21]=[CH:20][C:19]([N+:22]([O-:24])=[O:23])=[C:18]([F:25])[CH:17]=2)[CH2:11]S[CH2:9]1)([CH3:4])([CH3:3])[CH3:2].O[O:28][S:29]([O-:31])=O.[K+].CC([O-])=O.[Na+].S(S([O-])=O)([O-])(=O)=O.[Na+].[Na+].N. (4) Given the product [C:8]([C:6]1[CH:5]=[CH:4][C:3]([S:12]([NH:15][C:16]2[CH:20]=[CH:19][S:18][C:17]=2[C:21]([OH:23])=[O:22])(=[O:13])=[O:14])=[C:2]([Cl:1])[CH:7]=1)([CH3:11])([CH3:9])[CH3:10], predict the reactants needed to synthesize it. The reactants are: [Cl:1][C:2]1[CH:7]=[C:6]([C:8]([CH3:11])([CH3:10])[CH3:9])[CH:5]=[CH:4][C:3]=1[S:12]([NH:15][C:16]1[CH:20]=[CH:19][S:18][C:17]=1[C:21]([O:23]C)=[O:22])(=[O:14])=[O:13].[OH-].[Li+]. (5) The reactants are: [CH3:1][S:2]([C:4]1[CH:9]=[CH:8][C:7]([NH:10][C:11]([N:13]2[CH2:18][CH2:17][CH2:16][CH:15]([C:19]3([CH2:30][C:31]4[CH:36]=[CH:35][CH:34]=[C:33]([Cl:37])[CH:32]=4)[C:27]4[C:22](=[CH:23][C:24]([Cl:28])=[CH:25][CH:26]=4)[NH:21][C:20]3=[O:29])[CH2:14]2)=[O:12])=[CH:6][CH:5]=1)=[O:3].ClC1C=C(C(OO)=[O:46])C=CC=1. Given the product [CH3:1][S:2]([C:4]1[CH:5]=[CH:6][C:7]([NH:10][C:11]([N:13]2[CH2:18][CH2:17][CH2:16][CH:15]([C:19]3([CH2:30][C:31]4[CH:36]=[CH:35][CH:34]=[C:33]([Cl:37])[CH:32]=4)[C:27]4[C:22](=[CH:23][C:24]([Cl:28])=[CH:25][CH:26]=4)[NH:21][C:20]3=[O:29])[CH2:14]2)=[O:12])=[CH:8][CH:9]=1)(=[O:46])=[O:3], predict the reactants needed to synthesize it. (6) Given the product [F:25][C:26]1[CH:33]=[CH:32][CH:31]=[CH:30][C:27]=1[CH2:28][O:1][C:2]1[CH:3]=[C:4]([CH:22]=[CH:23][CH:24]=1)[C:5]([N:7]1[CH2:8][CH2:9][N:10]([C:13]([NH:15][C:16]2[CH:17]=[N:18][CH:19]=[CH:20][CH:21]=2)=[O:14])[CH2:11][CH2:12]1)=[O:6], predict the reactants needed to synthesize it. The reactants are: [OH:1][C:2]1[CH:3]=[C:4]([CH:22]=[CH:23][CH:24]=1)[C:5]([N:7]1[CH2:12][CH2:11][N:10]([C:13]([NH:15][C:16]2[CH:17]=[N:18][CH:19]=[CH:20][CH:21]=2)=[O:14])[CH2:9][CH2:8]1)=[O:6].[F:25][C:26]1[CH:33]=[CH:32][CH:31]=[CH:30][C:27]=1[CH2:28]O.C1C=CC(P(C2C=CC=CC=2)C2C=CC=CC=2)=CC=1.CCOC(/N=N/C(OCC)=O)=O. (7) Given the product [C:27]([NH:2][C@H:3]1[CH2:7][CH2:6][N:5]([C:8]2[CH:13]=[CH:12][C:11]([N:14]3[CH2:18][C@H:17]([CH2:19][N:20]4[CH:24]=[CH:23][N:22]=[N:21]4)[O:16][C:15]3=[O:25])=[CH:10][C:9]=2[F:26])[CH2:4]1)(=[O:29])[CH3:28], predict the reactants needed to synthesize it. The reactants are: Cl.[NH2:2][C@H:3]1[CH2:7][CH2:6][N:5]([C:8]2[CH:13]=[CH:12][C:11]([N:14]3[CH2:18][C@H:17]([CH2:19][N:20]4[CH:24]=[CH:23][N:22]=[N:21]4)[O:16][C:15]3=[O:25])=[CH:10][C:9]=2[F:26])[CH2:4]1.[C:27](OC(=O)C)(=[O:29])[CH3:28].